Dataset: Reaction yield outcomes from USPTO patents with 853,638 reactions. Task: Predict the reaction yield, written as a fraction of the theoretical maximum amount of product (1.0 means a 100% yield; for example, 0.34 means a 34% yield). (1) The reactants are [Br:1][C:2]1[C:3]([OH:16])=[C:4]2[C:9](=[CH:10][CH:11]=1)[N:8]([C:12](=[O:14])[CH3:13])[C@@H:7]([CH3:15])[CH2:6][CH2:5]2.Cl[C:18]1[N:27]=[CH:26][C:25]2[C:20](=[CH:21][CH:22]=[CH:23][CH:24]=2)[N:19]=1.C(=O)([O-])[O-].[K+].[K+].O. The catalyst is CN(C)C=O. The product is [Br:1][C:2]1[C:3]([O:16][C:18]2[N:27]=[CH:26][C:25]3[C:20](=[CH:21][CH:22]=[CH:23][CH:24]=3)[N:19]=2)=[C:4]2[C:9](=[CH:10][CH:11]=1)[N:8]([C:12](=[O:14])[CH3:13])[C@@H:7]([CH3:15])[CH2:6][CH2:5]2. The yield is 0.630. (2) The yield is 0.720. The reactants are [CH3:1][O:2][C:3]([C@:5]1([CH2:10][O:11][CH2:12][C:13]2[CH:18]=[CH:17][CH:16]=[CH:15][CH:14]=2)[CH2:9][CH2:8][CH2:7][NH:6]1)=[O:4].C=O.[C:21](O[BH-](OC(=O)C)OC(=O)C)(=O)C.[Na+]. The product is [CH3:1][O:2][C:3]([C@:5]1([CH2:10][O:11][CH2:12][C:13]2[CH:14]=[CH:15][CH:16]=[CH:17][CH:18]=2)[CH2:9][CH2:8][CH2:7][N:6]1[CH3:21])=[O:4]. The catalyst is C(Cl)Cl. (3) The reactants are [NH2:1][C:2]1[C:7]([F:8])=[CH:6][N:5]=[C:4]([O:9][CH2:10][C:11]2[CH:12]=[C:13]([CH:16]=[CH:17][CH:18]=2)[C:14]#[N:15])[N:3]=1.[F:19][C:20]1[CH:29]=[CH:28][CH:27]=[CH:26][C:21]=1[CH2:22][N:23]=[C:24]=[O:25].[Li+].C[Si]([N-][Si](C)(C)C)(C)C.[NH4+].[Cl-]. The catalyst is CN(C=O)C. The product is [C:14]([C:13]1[CH:12]=[C:11]([CH:18]=[CH:17][CH:16]=1)[CH2:10][O:9][C:4]1[N:3]=[C:2]([NH:1][C:24]([NH:23][CH2:22][C:21]2[CH:26]=[CH:27][CH:28]=[CH:29][C:20]=2[F:19])=[O:25])[C:7]([F:8])=[CH:6][N:5]=1)#[N:15]. The yield is 0.620.